This data is from Reaction yield outcomes from USPTO patents with 853,638 reactions. The task is: Predict the reaction yield, written as a fraction of the theoretical maximum amount of product (1.0 means a 100% yield; for example, 0.34 means a 34% yield). (1) The reactants are [Cl:1][C:2]1[CH:24]=[CH:23][C:5]([CH2:6][CH:7]2[CH2:12][CH:11]([C:13]3[O:17][NH:16][C:15](=[O:18])[CH:14]=3)[CH2:10][CH2:9][N:8]2C(OC)=O)=[CH:4][CH:3]=1. The product is [Cl:1][C:2]1[CH:24]=[CH:23][C:5]([CH2:6][C@H:7]2[CH2:12][C@H:11]([C:13]3[O:17][NH:16][C:15](=[O:18])[CH:14]=3)[CH2:10][CH2:9][NH:8]2)=[CH:4][CH:3]=1. The catalyst is Br. The yield is 0.520. (2) The reactants are [Cl:1][C:2]1[CH:3]=[N:4][N:5]([CH3:40])[C:6]=1[C:7]1[CH:8]=[C:9]([C:13]([NH:15][C@@H:16]([CH2:29][C:30]2[CH:35]=[CH:34][CH:33]=[CH:32][C:31]=2[C:36]([F:39])([F:38])[F:37])[CH2:17][N:18]2C(=O)C3C(=CC=CC=3)C2=O)=[O:14])[O:10][C:11]=1[CH3:12].NN. The catalyst is O1CCCC1.CO. The product is [NH2:18][CH2:17][C@@H:16]([NH:15][C:13]([C:9]1[O:10][C:11]([CH3:12])=[C:7]([C:6]2[N:5]([CH3:40])[N:4]=[CH:3][C:2]=2[Cl:1])[CH:8]=1)=[O:14])[CH2:29][C:30]1[CH:35]=[CH:34][CH:33]=[CH:32][C:31]=1[C:36]([F:39])([F:38])[F:37]. The yield is 0.560.